Predict the reactants needed to synthesize the given product. From a dataset of Full USPTO retrosynthesis dataset with 1.9M reactions from patents (1976-2016). (1) Given the product [CH:2]([C:3]1[CH:8]=[CH:7][C:6]([C:9]2[CH:16]=[CH:15][CH:14]=[CH:13][C:10]=2[C:11]#[N:12])=[CH:5][CH:4]=1)=[O:18], predict the reactants needed to synthesize it. The reactants are: Br[CH2:2][C:3]1[CH:8]=[CH:7][C:6]([C:9]2[CH:16]=[CH:15][CH:14]=[CH:13][C:10]=2[C:11]#[N:12])=[CH:5][CH:4]=1.C(=O)(O)[O-:18].[Na+].O. (2) Given the product [CH3:11][C:9]1[CH:10]=[C:5]([O:4][CH2:1][CH2:2][CH3:3])[CH:6]=[C:7]([CH3:15])[C:8]=1[NH2:12], predict the reactants needed to synthesize it. The reactants are: [CH2:1]([O:4][C:5]1[CH:10]=[C:9]([CH3:11])[C:8]([N+:12]([O-])=O)=[C:7]([CH3:15])[CH:6]=1)[C:2]#[CH:3].[H][H]. (3) Given the product [Cl:9][C:4]1[CH:3]=[C:2]([B:15]([OH:18])[OH:16])[CH:7]=[CH:6][C:5]=1[OH:8], predict the reactants needed to synthesize it. The reactants are: Br[C:2]1[CH:7]=[CH:6][C:5]([OH:8])=[C:4]([Cl:9])[CH:3]=1.[Li]CCCC.[B:15](OC)([O:18]C)[O:16]C.CCCCCC. (4) Given the product [CH3:1][C:2]1[CH:3]=[C:4]([CH:30]=[CH:31][C:32]=1[CH3:33])[CH2:5][CH:6]([CH2:10][C:11]([N:12]1[CH2:13][CH2:14][CH:15]([N:18]2[CH2:27][C:26]3[C:21](=[CH:22][CH:23]=[CH:24][CH:25]=3)[NH:20][C:19]2=[O:28])[CH2:16][CH2:17]1)=[O:29])[C:7]([N:45]1[CH2:44][CH2:43][CH:42]([N:39]2[CH2:38][CH2:37][N:36]([CH2:34][CH3:35])[CH2:41][CH2:40]2)[CH2:47][CH2:46]1)=[O:8], predict the reactants needed to synthesize it. The reactants are: [CH3:1][C:2]1[CH:3]=[C:4]([CH:30]=[CH:31][C:32]=1[CH3:33])[CH2:5][CH:6]([CH2:10][C:11](=[O:29])[N:12]1[CH2:17][CH2:16][CH:15]([N:18]2[CH2:27][C:26]3[C:21](=[CH:22][CH:23]=[CH:24][CH:25]=3)[NH:20][C:19]2=[O:28])[CH2:14][CH2:13]1)[C:7](O)=[O:8].[CH2:34]([N:36]1[CH2:41][CH2:40][N:39]([CH:42]2[CH2:47][CH2:46][NH:45][CH2:44][CH2:43]2)[CH2:38][CH2:37]1)[CH3:35]. (5) Given the product [CH3:2][C@@H:3]1[N:4]([S:9]([C:12]2[CH:13]=[CH:14][C:15]([C:18]([F:21])([F:19])[F:20])=[CH:16][CH:17]=2)(=[O:11])=[O:10])[CH2:5][CH2:6][N:7]([C:66]([C:59]2[CH:58]=[N:57][N:61]3[CH:62]=[CH:63][CH:64]=[N:65][C:60]=23)=[O:67])[CH2:8]1, predict the reactants needed to synthesize it. The reactants are: Cl.[CH3:2][C@H:3]1[CH2:8][NH:7][CH2:6][CH2:5][N:4]1[S:9]([C:12]1[CH:17]=[CH:16][C:15]([C:18]([F:21])([F:20])[F:19])=[CH:14][CH:13]=1)(=[O:11])=[O:10].C1C=CC2N(O)N=NC=2C=1.O.CN(C(ON1N=NC2C=CC=CC1=2)=[N+](C)C)C.F[P-](F)(F)(F)(F)F.[N:57]1[N:61]2[CH:62]=[CH:63][CH:64]=[N:65][C:60]2=[C:59]([C:66](O)=[O:67])[CH:58]=1.CCN(C(C)C)C(C)C. (6) Given the product [NH2:1][C:2]1[CH:7]=[C:6]([O:8][C:9]2[CH:18]=[C:17]3[C:12]([CH2:13][CH2:14][CH:15]([C:19]([NH:22][C:23]4[CH:24]=[C:25]([CH:35]=[C:36]([C:38]([F:39])([F:40])[F:41])[CH:37]=4)[CH2:26][NH:27][C:28](=[O:34])[O:29][C:30]([CH3:33])([CH3:32])[CH3:31])=[O:21])[CH2:16]3)=[CH:11][CH:10]=2)[CH:5]=[CH:4][N:3]=1, predict the reactants needed to synthesize it. The reactants are: [NH2:1][C:2]1[CH:7]=[C:6]([O:8][C:9]2[CH:18]=[C:17]3[C:12]([CH2:13][CH2:14][CH:15]([C:19]([OH:21])=O)[CH2:16]3)=[CH:11][CH:10]=2)[CH:5]=[CH:4][N:3]=1.[NH2:22][C:23]1[CH:24]=[C:25]([CH:35]=[C:36]([C:38]([F:41])([F:40])[F:39])[CH:37]=1)[CH2:26][NH:27][C:28](=[O:34])[O:29][C:30]([CH3:33])([CH3:32])[CH3:31].CCN=C=NCCCN(C)C. (7) Given the product [OH:1][C:2]1[C:3]([C:12]([NH:23][CH2:22][C:19]2[CH:20]=[CH:21][N:16]=[CH:17][CH:18]=2)=[O:14])=[N:4][CH:5]=[C:6]2[C:11]=1[N:10]=[CH:9][CH:8]=[CH:7]2, predict the reactants needed to synthesize it. The reactants are: [OH:1][C:2]1[C:3]([C:12]([O:14]C)=O)=[N:4][CH:5]=[C:6]2[C:11]=1[N:10]=[CH:9][CH:8]=[CH:7]2.[N:16]1[CH:21]=[CH:20][C:19]([CH2:22][NH2:23])=[CH:18][CH:17]=1. (8) The reactants are: Br[C:2]1[CH:7]=[CH:6][CH:5]=[CH:4][C:3]=1[CH2:8][C:9]([OH:11])=[O:10].[CH2:12]([C:14]1[CH:20]=[CH:19][C:17]([NH2:18])=[CH:16][CH:15]=1)[CH3:13]. Given the product [CH2:12]([C:14]1[CH:20]=[CH:19][C:17]([NH:18][C:2]2[CH:7]=[CH:6][CH:5]=[CH:4][C:3]=2[CH2:8][C:9]([OH:11])=[O:10])=[CH:16][CH:15]=1)[CH3:13], predict the reactants needed to synthesize it. (9) Given the product [C:1]([NH:4][C@@H:5]([CH2:34][C:35]1[CH:36]=[CH:37][CH:38]=[CH:39][CH:40]=1)[C:6]([NH:8][C@@H:9]([C:25]1[NH:26][C:27]2[CH:33]=[CH:32][CH:31]=[CH:30][C:28]=2[N:29]=1)[CH2:10][C:11]1[CH:12]=[CH:13][C:14]([CH:17]2[S:21](=[O:23])(=[O:22])[NH:20][C:19](=[O:24])[CH2:18]2)=[CH:15][CH:16]=1)=[O:7])(=[O:3])[CH3:2], predict the reactants needed to synthesize it. The reactants are: [C:1]([NH:4][C@@H:5]([CH2:34][C:35]1[CH:40]=[CH:39][CH:38]=[CH:37][CH:36]=1)[C:6]([NH:8][C@@H:9]([C:25]1[NH:29][C:28]2[CH:30]=[CH:31][CH:32]=[CH:33][C:27]=2[N:26]=1)[CH2:10][C:11]1[CH:16]=[CH:15][C:14]([C:17]2[S:21](=[O:23])(=[O:22])[NH:20][C:19](=[O:24])[CH:18]=2)=[CH:13][CH:12]=1)=[O:7])(=[O:3])[CH3:2]. (10) Given the product [CH3:1][N:2]1[C:3]2=[N:4][C:5]([C:10]3[CH:19]=[CH:18][C:17]4[C:12](=[CH:13][CH:14]=[CH:15][CH:16]=4)[CH:11]=3)=[CH:6][CH:7]=[C:8]2[N:9]=[C:20]1[CH:22]1[CH2:27][CH2:26][N:25]([C:28]([O:30][C:31]([CH3:32])([CH3:34])[CH3:33])=[O:29])[CH2:24][CH2:23]1, predict the reactants needed to synthesize it. The reactants are: [CH3:1][NH:2][C:3]1[C:8]([NH2:9])=[CH:7][CH:6]=[C:5]([C:10]2[CH:19]=[CH:18][C:17]3[C:12](=[CH:13][CH:14]=[CH:15][CH:16]=3)[CH:11]=2)[N:4]=1.[CH:20]([CH:22]1[CH2:27][CH2:26][N:25]([C:28]([O:30][C:31]([CH3:34])([CH3:33])[CH3:32])=[O:29])[CH2:24][CH2:23]1)=O.